This data is from Reaction yield outcomes from USPTO patents with 853,638 reactions. The task is: Predict the reaction yield, written as a fraction of the theoretical maximum amount of product (1.0 means a 100% yield; for example, 0.34 means a 34% yield). (1) The reactants are [C:1]([N:9]1[CH2:13][CH2:12][S:11][CH:10]1[CH2:14][C:15]([O:17]CC)=[O:16])(=[O:8])[C:2]1[CH:7]=[CH:6][CH:5]=[CH:4][CH:3]=1.Cl. The catalyst is O1CCOCC1. The product is [C:1]([N:9]1[CH2:13][CH2:12][S:11][CH:10]1[CH2:14][C:15]([OH:17])=[O:16])(=[O:8])[C:2]1[CH:7]=[CH:6][CH:5]=[CH:4][CH:3]=1. The yield is 0.990. (2) The reactants are [F:1][C:2]1[CH:7]=[C:6]([N:8]2[CH:13]=[CH:12][CH:11]=[CH:10][C:9]2=[O:14])[CH:5]=[CH:4][C:3]=1[CH2:15][C:16]([C:18]1[N:22]([C:23]2[CH:28]=[CH:27][C:26]([O:29][CH3:30])=[CH:25][CH:24]=2)[N:21]=[C:20]([C:31]#[N:32])[CH:19]=1)=[O:17].S(O)(O)(=O)=[O:34].C(OCC)(=O)C. The catalyst is O. The product is [F:1][C:2]1[CH:7]=[C:6]([N:8]2[CH:13]=[CH:12][CH:11]=[CH:10][C:9]2=[O:14])[CH:5]=[CH:4][C:3]=1[CH2:15][C:16]([C:18]1[N:22]([C:23]2[CH:24]=[CH:25][C:26]([O:29][CH3:30])=[CH:27][CH:28]=2)[N:21]=[C:20]([C:31]([NH2:32])=[O:34])[CH:19]=1)=[O:17]. The yield is 0.410. (3) The reactants are [Cl:1][C:2]1[CH:7]=[CH:6][CH:5]=[C:4]([Cl:8])[C:3]=1[NH:9][C:10]([NH:12][C:13]1[S:14][C:15]([C:21]2[CH:22]=[N:23][CH:24]=[CH:25][CH:26]=2)=[CH:16][C:17]=1[C:18](O)=[O:19])=[O:11].CN(C(ON1N=NC2C=CC=NC1=2)=[N+](C)C)C.F[P-](F)(F)(F)(F)F.CCN(C(C)C)C(C)C.Cl.[NH2:61][C@@H:62]([CH:67]1[CH2:72][CH2:71][CH2:70][CH2:69][CH2:68]1)[C:63]([O:65][CH3:66])=[O:64]. The catalyst is CN(C=O)C. The product is [CH:67]1([C@H:62]([NH:61][C:18]([C:17]2[CH:16]=[C:15]([C:21]3[CH:22]=[N:23][CH:24]=[CH:25][CH:26]=3)[S:14][C:13]=2[NH:12][C:10]([NH:9][C:3]2[C:2]([Cl:1])=[CH:7][CH:6]=[CH:5][C:4]=2[Cl:8])=[O:11])=[O:19])[C:63]([O:65][CH3:66])=[O:64])[CH2:72][CH2:71][CH2:70][CH2:69][CH2:68]1. The yield is 0.410. (4) The reactants are [CH3:1][O:2][C:3](=[O:12])[C:4]1[CH:9]=[C:8]([Cl:10])[C:7](Cl)=[N:6][CH:5]=1.[Cl:13][C:14]1[CH:20]=[CH:19][C:17]([NH2:18])=[CH:16][CH:15]=1.C([O-])([O-])=O.[K+].[K+]. The catalyst is C1(C)C=CC=CC=1.CC([O-])=O.CC([O-])=O.[Pd+2].C1C=CC(P(C2C(C3C(P(C4C=CC=CC=4)C4C=CC=CC=4)=CC=C4C=3C=CC=C4)=C3C(C=CC=C3)=CC=2)C2C=CC=CC=2)=CC=1. The product is [CH3:1][O:2][C:3](=[O:12])[C:4]1[CH:9]=[C:8]([Cl:10])[C:7]([NH:18][C:17]2[CH:19]=[CH:20][C:14]([Cl:13])=[CH:15][CH:16]=2)=[N:6][CH:5]=1. The yield is 0.380. (5) The reactants are [C:1]12([C:11]3[CH:12]=[C:13]([CH:23]=[CH:24][C:25]=3[O:26][CH:27]([CH3:29])[CH3:28])[CH2:14][CH2:15][NH:16][C:17](=[O:22])[C:18]([F:21])([F:20])[F:19])[CH2:10][CH:5]3[CH2:6][CH:7]([CH2:9][CH:3]([CH2:4]3)[CH2:2]1)[CH2:8]2.[CH3:30]I. The catalyst is C1COCC1. The product is [C:1]12([C:11]3[CH:12]=[C:13]([CH:23]=[CH:24][C:25]=3[O:26][CH:27]([CH3:29])[CH3:28])[CH2:14][CH2:15][N:16]([CH3:30])[C:17](=[O:22])[C:18]([F:21])([F:20])[F:19])[CH2:2][CH:3]3[CH2:4][CH:5]([CH2:6][CH:7]([CH2:9]3)[CH2:8]1)[CH2:10]2. The yield is 0.853. (6) The reactants are C(OC([N:8]1[CH:12]=[C:11]([CH2:13][CH2:14][CH2:15][C:16](=[O:22])[NH:17][CH2:18][CH:19]([CH3:21])[CH3:20])[N:10]=[C:9]1[NH2:23])=O)(C)(C)C.C(O)(C(F)(F)F)=O.[Cl:31]CCl. No catalyst specified. The product is [ClH:31].[NH2:23][C:9]1[NH:8][CH:12]=[C:11]([CH2:13][CH2:14][CH2:15][C:16]([NH:17][CH2:18][CH:19]([CH3:21])[CH3:20])=[O:22])[N:10]=1. The yield is 0.970. (7) The reactants are [OH:1][C@@H:2]1[CH2:6][CH2:5][N:4]([C:7]([C:9]2[S:17][C:16]3[C:11](=[N:12][CH:13]=[CH:14][C:15]=3[O:18][C:19]3[CH:20]=[CH:21][C:22]4[C:26]([C:27]([OH:29])=O)=[C:25]([CH3:30])[S:24][C:23]=4[CH:31]=3)[CH:10]=2)=[O:8])[CH2:3]1.[NH2:32][CH2:33][CH:34]1[CH2:36][CH2:35]1.C(N(C(C)C)CC)(C)C.CN(C(ON1N=NC2C=CC=CC1=2)=[N+](C)C)C.F[P-](F)(F)(F)(F)F. No catalyst specified. The product is [CH:34]1([CH2:33][NH:32][C:27]([C:26]2[C:22]3[CH:21]=[CH:20][C:19]([O:18][C:15]4[CH:14]=[CH:13][N:12]=[C:11]5[CH:10]=[C:9]([C:7]([N:4]6[CH2:5][CH2:6][C@@H:2]([OH:1])[CH2:3]6)=[O:8])[S:17][C:16]=45)=[CH:31][C:23]=3[S:24][C:25]=2[CH3:30])=[O:29])[CH2:36][CH2:35]1. The yield is 0.460. (8) The reactants are Cl[S:2]([C:5]1[CH:14]=[CH:13][CH:12]=[C:11]2[C:6]=1[CH:7]=[CH:8][CH:9]=[C:10]2[C:15]([OH:17])=[O:16])(=[O:4])=[O:3].C(N(CC)CC)C.[C:25]([O:29][C:30]([N:32]1[CH2:37][CH2:36][CH:35]([NH2:38])[CH2:34][CH2:33]1)=[O:31])([CH3:28])([CH3:27])[CH3:26]. The catalyst is ClCCl. The product is [C:25]([O:29][C:30]([N:32]1[CH2:37][CH2:36][CH:35]([NH:38][S:2]([C:5]2[C:6]3[C:11](=[C:10]([C:15]([OH:17])=[O:16])[CH:9]=[CH:8][CH:7]=3)[CH:12]=[CH:13][CH:14]=2)(=[O:4])=[O:3])[CH2:34][CH2:33]1)=[O:31])([CH3:28])([CH3:26])[CH3:27]. The yield is 0.930. (9) The reactants are C[O:2][C:3]([C@H:5]1[CH2:10][CH2:9][C@H:8]([O:11][C:12]2[CH:17]=[C:16]([CH3:18])[N:15]=[C:14]([CH3:19])[N:13]=2)[CH2:7][CH2:6]1)=O.O.[NH2:21][NH2:22]. The catalyst is C(O)CCC. The product is [CH3:19][C:14]1[N:13]=[C:12]([O:11][C@H:8]2[CH2:9][CH2:10][C@H:5]([C:3]([NH:21][NH2:22])=[O:2])[CH2:6][CH2:7]2)[CH:17]=[C:16]([CH3:18])[N:15]=1. The yield is 0.950. (10) The reactants are [CH3:1][C:2]([CH3:9])([CH2:5][CH2:6][CH:7]=[CH2:8])[CH2:3][OH:4].Cl[C:11](Cl)([O:13]C(=O)OC(Cl)(Cl)Cl)Cl.CCN(C(C)C)C(C)C.[OH-].[Na+].[NH2:33][C@H:34]([C:39]([OH:41])=[O:40])[C:35]([CH3:38])([CH3:37])[CH3:36]. The catalyst is O1CCOCC1. The product is [CH3:1][C:2]([CH3:9])([CH2:5][CH2:6][CH:7]=[CH2:8])[CH2:3][O:4][C:11]([NH:33][C@H:34]([C:39]([OH:41])=[O:40])[C:35]([CH3:38])([CH3:37])[CH3:36])=[O:13]. The yield is 0.847.